From a dataset of Full USPTO retrosynthesis dataset with 1.9M reactions from patents (1976-2016). Predict the reactants needed to synthesize the given product. (1) Given the product [CH3:37][N:38]([CH3:46])[C:39]1[C:44]([NH:45][C:2]2[CH:7]=[C:6]([OH:8])[CH:5]=[C:4]([C:18]3[CH:26]=[CH:25][CH:24]=[C:23]4[C:19]=3[CH:20]=[CH:21][NH:22]4)[CH:3]=2)=[CH:43][CH:42]=[CH:41][N:40]=1, predict the reactants needed to synthesize it. The reactants are: Br[C:2]1[CH:3]=[C:4]([C:18]2[CH:26]=[CH:25][CH:24]=[C:23]3[C:19]=2[CH:20]=[CH:21][N:22]3[Si](C(C)C)(C(C)C)C(C)C)[CH:5]=[C:6]([O:8]CC2C=CC(OC)=CC=2)[CH:7]=1.[CH3:37][N:38]([CH3:46])[C:39]1[C:44]([NH2:45])=[CH:43][CH:42]=[CH:41][N:40]=1. (2) Given the product [N:10]1[N:6]([CH2:5][C:4]([NH:13][NH2:14])=[O:11])[N:7]=[CH:8][CH:9]=1, predict the reactants needed to synthesize it. The reactants are: C(O[C:4](=[O:11])[CH2:5][N:6]1[N:10]=[CH:9][CH:8]=[N:7]1)C.O.[NH2:13][NH2:14]. (3) The reactants are: [N:1]([CH2:4][C@H:5]([C:29]([F:32])([F:31])[F:30])[C@H:6]([C@H:15]1[CH2:19][O:18]C(C)(C)[N:16]1C(OC(C)(C)C)=O)[O:7][Si:8]([C:11]([CH3:14])([CH3:13])[CH3:12])([CH3:10])[CH3:9])=[N+:2]=[N-:3].C1(C)C=CC(S([O-])(=O)=O)=CC=1.[NH+]1C=CC=CC=1.CCN(C(C)C)C(C)C. Given the product [NH2:16][C@@H:15]([C@H:6]([O:7][Si:8]([C:11]([CH3:14])([CH3:13])[CH3:12])([CH3:10])[CH3:9])[C@H:5]([CH2:4][N:1]=[N+:2]=[N-:3])[C:29]([F:32])([F:31])[F:30])[CH2:19][OH:18], predict the reactants needed to synthesize it. (4) Given the product [CH2:1]([O:3][C:4]1[CH:25]=[CH:24][CH:23]=[CH:22][C:5]=1[O:6][C@@H:7]1[CH2:12][CH2:11][CH2:10][N:9]([C:13]2[N:18]=[CH:17][C:16]([C:19]([NH:28][CH2:26][CH3:27])=[O:21])=[CH:15][N:14]=2)[CH2:8]1)[CH3:2], predict the reactants needed to synthesize it. The reactants are: [CH2:1]([O:3][C:4]1[CH:25]=[CH:24][CH:23]=[CH:22][C:5]=1[O:6][C@@H:7]1[CH2:12][CH2:11][CH2:10][N:9]([C:13]2[N:18]=[CH:17][C:16]([C:19]([OH:21])=O)=[CH:15][N:14]=2)[CH2:8]1)[CH3:2].[CH2:26]([NH2:28])[CH3:27].CN(C(ON1N=NC2C=CC=NC1=2)=[N+](C)C)C.F[P-](F)(F)(F)(F)F. (5) Given the product [BrH:1].[BrH:1].[CH3:12][C:5]1[C:4]([CH2:13][NH:31][C:29]([SH:30])=[NH:28])=[C:3]([CH2:2][NH:28][C:29]([SH:30])=[NH:31])[C:8]([CH3:9])=[C:7]([CH3:10])[C:6]=1[CH3:11], predict the reactants needed to synthesize it. The reactants are: [Br:1][CH2:2][C:3]1[C:8]([CH3:9])=[C:7]([CH3:10])[C:6]([CH3:11])=[C:5]([CH3:12])[C:4]=1[CH2:13]Br.ClCC1C(C)=C(CCl)C(C)=CC=1C.[NH2:28][C:29]([NH2:31])=[S:30].